This data is from Forward reaction prediction with 1.9M reactions from USPTO patents (1976-2016). The task is: Predict the product of the given reaction. (1) Given the reactants [C:1]([C:5]1[CH:20]=[CH:19][C:8]([C:9]([NH:11][C:12]2[C:13]([NH2:18])=[CH:14][CH:15]=[CH:16][CH:17]=2)=[O:10])=[CH:7][CH:6]=1)([CH3:4])([CH3:3])[CH3:2].[N+:21]([C:24]1[CH:32]=[CH:31][C:27]([C:28](O)=[O:29])=[CH:26][CH:25]=1)([O-:23])=[O:22], predict the reaction product. The product is: [N+:21]([C:24]1[CH:25]=[CH:26][C:27]([C:28]([NH:18][C:13]2[C:12]([NH:11][C:9](=[O:10])[C:8]3[CH:19]=[CH:20][C:5]([C:1]([CH3:4])([CH3:2])[CH3:3])=[CH:6][CH:7]=3)=[CH:17][CH:16]=[CH:15][CH:14]=2)=[O:29])=[CH:31][CH:32]=1)([O-:23])=[O:22]. (2) The product is: [Cl:29][C:24]1[CH:23]=[C:22]([CH:27]=[CH:26][C:25]=1[Cl:28])[CH2:21][CH:18]1[CH2:17][CH2:16][NH:15][CH2:20][CH2:19]1. Given the reactants FC(F)(F)C(O)=O.C(OC([N:15]1[CH2:20][CH2:19][CH:18]([CH2:21][C:22]2[CH:27]=[CH:26][C:25]([Cl:28])=[C:24]([Cl:29])[CH:23]=2)[CH2:17][CH2:16]1)=O)(C)(C)C, predict the reaction product. (3) Given the reactants Cl.[NH2:2][CH2:3][CH2:4][C:5]1[C:13]2[C:8](=[CH:9][CH:10]=[CH:11][CH:12]=2)[NH:7][CH:6]=1.N, predict the reaction product. The product is: [NH2:2][CH2:3][CH2:4][C:5]1[C:13]2[C:8](=[CH:9][CH:10]=[CH:11][CH:12]=2)[NH:7][CH:6]=1. (4) Given the reactants C([O:5][C:6]([N:8]1[CH2:14][CH2:13][CH2:12][C@H:11]([O:15][C:16]2[CH:21]=[C:20]([F:22])[CH:19]=[CH:18][C:17]=2[C:23]([N:25]2[CH2:39][C:28]3=[C:29]4[N:34]([N:35]=[C:27]3[CH2:26]2)[C:33]([CH3:36])=[C:32]([Cl:37])[C:31]([CH3:38])=[N:30]4)=[O:24])[CH2:10][CH2:9]1)=[O:7])(C)(C)C.Cl, predict the reaction product. The product is: [CH:6]([OH:7])=[O:5].[NH:8]1[CH2:14][CH2:13][CH2:12][C@H:11]([O:15][C:16]2[CH:21]=[C:20]([F:22])[CH:19]=[CH:18][C:17]=2[C:23]([N:25]2[CH2:39][C:28]3=[C:29]4[N:34]([N:35]=[C:27]3[CH2:26]2)[C:33]([CH3:36])=[C:32]([Cl:37])[C:31]([CH3:38])=[N:30]4)=[O:24])[CH2:10][CH2:9]1. (5) Given the reactants Br[C:2]1[CH:3]=[N:4][CH:5]=[CH:6][C:7]=1[CH2:8][CH:9]1[CH2:18][CH2:17][C:16]2[C:11](=[CH:12][CH:13]=[C:14]([O:19][CH3:20])[CH:15]=2)[C:10]1=[O:21].[CH2:22]([O:24]C([Sn](CCCC)(CCCC)CCCC)=C)[CH3:23].Cl, predict the reaction product. The product is: [C:22]([C:2]1[CH:3]=[N:4][CH:5]=[CH:6][C:7]=1[CH2:8][CH:9]1[CH2:18][CH2:17][C:16]2[C:11](=[CH:12][CH:13]=[C:14]([O:19][CH3:20])[CH:15]=2)[C:10]1=[O:21])(=[O:24])[CH3:23]. (6) Given the reactants [O:1]1[C:5]2[CH:6]=[CH:7][C:8]([C:10]3[O:14][C:13]([SH:15])=[N:12][N:11]=3)=[CH:9][C:4]=2[CH2:3][CH2:2]1.Br[CH2:17][C:18]1[CH:27]=[CH:26][C:21]([C:22]([O:24][CH3:25])=[O:23])=[CH:20][CH:19]=1, predict the reaction product. The product is: [O:1]1[C:5]2[CH:6]=[CH:7][C:8]([C:10]3[O:14][C:13]([S:15][CH2:17][C:18]4[CH:27]=[CH:26][C:21]([C:22]([O:24][CH3:25])=[O:23])=[CH:20][CH:19]=4)=[N:12][N:11]=3)=[CH:9][C:4]=2[CH2:3][CH2:2]1.